Task: Predict which catalyst facilitates the given reaction.. Dataset: Catalyst prediction with 721,799 reactions and 888 catalyst types from USPTO (1) Reactant: N(C(OC(C)(C)C)=O)=NC(OC(C)(C)C)=O.[Cl:17][C:18]1[C:27]2[C:22](=[CH:23][C:24]([O:29][CH3:30])=[C:25]([OH:28])[CH:26]=2)[N:21]=[CH:20][N:19]=1.[N:31]1([CH2:37][CH2:38]O)[CH2:36][CH2:35][O:34][CH2:33][CH2:32]1.C1(P(C2C=CC=CC=2)C2C=CC=CC=2)C=CC=CC=1. Product: [Cl:17][C:18]1[C:27]2[C:22](=[CH:23][C:24]([O:29][CH3:30])=[C:25]([O:28][CH2:38][CH2:37][N:31]3[CH2:36][CH2:35][O:34][CH2:33][CH2:32]3)[CH:26]=2)[N:21]=[CH:20][N:19]=1. The catalyst class is: 4. (2) Reactant: C(=O)([O-])[O-].[K+].[K+].Cl.[C:8]([O:11][CH2:12][CH2:13][C@@H:14]([C:16]([OH:18])=[O:17])[NH2:15])(=[O:10])[CH3:9].C(OC(=O)C[C:24](=[O:29])[C:25]([F:28])([F:27])[F:26])C.Cl. Product: [F:26][C:25]([F:28])([F:27])[C:24]([NH:15][C@H:14]([C:16]([OH:18])=[O:17])[CH2:13][CH2:12][O:11][C:8](=[O:10])[CH3:9])=[O:29]. The catalyst class is: 40. (3) Reactant: [Cl:1][C:2]1[CH:10]=[CH:9][CH:8]=[C:7]2[C:3]=1[CH:4]=[C:5]([C:11]([N:13]([O:15][CH3:16])[CH3:14])=[O:12])[NH:6]2.[F:17][C:18]1[CH:19]=[C:20](B(O)O)[CH:21]=[CH:22][CH:23]=1.N1C=CC=CC=1. Product: [Cl:1][C:2]1[CH:10]=[CH:9][CH:8]=[C:7]2[C:3]=1[CH:4]=[C:5]([C:11]([N:13]([O:15][CH3:16])[CH3:14])=[O:12])[N:6]2[C:22]1[CH:21]=[CH:20][CH:19]=[C:18]([F:17])[CH:23]=1. The catalyst class is: 2. (4) Reactant: C([O:3][C:4](=O)[C:5]([NH:7][C:8]1[CH:13]=[C:12]([N:14]2[CH2:23][CH2:22][C:21]3[C:16](=[CH:17][CH:18]=[CH:19][CH:20]=3)[CH2:15]2)[CH:11]=[C:10]([CH3:24])[N:9]=1)=[O:6])C.[H-].[Al+3].[Li+].[H-].[H-].[H-]. Product: [CH2:15]1[C:16]2[C:21](=[CH:20][CH:19]=[CH:18][CH:17]=2)[CH2:22][CH2:23][N:14]1[C:12]1[CH:11]=[C:10]([CH3:24])[N:9]=[C:8]([NH:7][C:5](=[O:6])[CH2:4][OH:3])[CH:13]=1. The catalyst class is: 1. (5) Reactant: [NH2:1][C:2]1[C:7]2[C:8]([C:11]3[CH:16]=[CH:15][C:14]([NH:17][C:18]([C:20]4[N:21]([CH3:29])[C:22]5[C:27]([CH:28]=4)=[CH:26][CH:25]=[CH:24][CH:23]=5)=[O:19])=[C:13]([O:30][CH3:31])[CH:12]=3)=[CH:9][S:10][C:6]=2[C:5](/[CH:32]=[CH:33]/[CH:34]=O)=[CH:4][N:3]=1.[NH:36]1[CH2:39][CH:38]([C:40]([OH:42])=[O:41])[CH2:37]1.[C:43]([O:46][BH-]([O:46][C:43](=[O:45])[CH3:44])[O:46][C:43](=[O:45])[CH3:44])(=[O:45])[CH3:44].[Na+]. Product: [C:40]([OH:42])(=[O:41])[CH3:38].[C:43]([OH:46])(=[O:45])[CH3:44].[NH2:1][C:2]1[C:7]2[C:8]([C:11]3[CH:16]=[CH:15][C:14]([NH:17][C:18]([C:20]4[N:21]([CH3:29])[C:22]5[C:27]([CH:28]=4)=[CH:26][CH:25]=[CH:24][CH:23]=5)=[O:19])=[C:13]([O:30][CH3:31])[CH:12]=3)=[CH:9][S:10][C:6]=2[C:5](/[CH:32]=[CH:33]/[CH2:34][N:36]2[CH2:39][CH:38]([C:40]([OH:42])=[O:41])[CH2:37]2)=[CH:4][N:3]=1. The catalyst class is: 478. (6) The catalyst class is: 4. Product: [NH2:8][CH2:9][CH:10]1[CH2:14][CH2:13][N:12]([C:15]2[C:16]([F:33])=[CH:17][N:18]3[C:23]([C:24]=2[CH3:25])=[C:22]([CH:26]2[CH2:27][CH2:28]2)[CH:21]=[C:20]([C:29]([OH:31])=[O:30])[C:19]3=[O:32])[CH2:11]1. Reactant: C(OC([NH:8][CH2:9][CH:10]1[CH2:14][CH2:13][N:12]([C:15]2[C:16]([F:33])=[CH:17][N:18]3[C:23]([C:24]=2[CH3:25])=[C:22]([CH:26]2[CH2:28][CH2:27]2)[CH:21]=[C:20]([C:29]([OH:31])=[O:30])[C:19]3=[O:32])[CH2:11]1)=O)(C)(C)C.FC(F)(F)C(O)=O. (7) The catalyst class is: 17. Reactant: Br[C@:2]1([C@H:10]([CH3:12])[OH:11])[O:7][C:5](=[O:6])[C:4]([OH:8])=[C:3]1[O-:9].[NH2:13][C@H:14]([C:20]([OH:22])=[O:21])[CH2:15][CH2:16][CH2:17][CH2:18][NH2:19]. Product: [NH2:13][C@H:14]([C:20]([OH:22])=[O:21])[CH2:15][CH2:16][CH2:17][CH2:18][NH2:19].[O:6]=[C:5]1[O:7][C@H:2]([C@H:10]([CH3:12])[OH:11])[C:3]([O-:9])=[C:4]1[OH:8]. (8) Reactant: C(OC([N:8]1[C:16]2[C:11](=[C:12]([CH2:17][N:18]3[C:22]4[CH:23]=[CH:24][CH:25]=[CH:26][C:21]=4[N:20]([CH:27]4[CH2:32][CH2:31][N:30]([C:33]5[CH:38]=[C:37]([CH3:39])[CH:36]=[CH:35][C:34]=5[NH:40][C:41](=[O:43])[CH3:42])[CH2:29][CH2:28]4)[C:19]3=[NH:44])[CH:13]=[CH:14][CH:15]=2)[CH:10]=[CH:9]1)=O)(C)(C)C.[C:45](Cl)([CH3:47])=[O:46].CO. Product: [C:45]([N:44]=[C:19]1[N:20]([CH:27]2[CH2:28][CH2:29][N:30]([C:33]3[CH:38]=[C:37]([CH3:39])[CH:36]=[CH:35][C:34]=3[NH:40][C:41](=[O:43])[CH3:42])[CH2:31][CH2:32]2)[C:21]2[CH:26]=[CH:25][CH:24]=[CH:23][C:22]=2[N:18]1[CH2:17][C:12]1[CH:13]=[CH:14][CH:15]=[C:16]2[C:11]=1[CH:10]=[CH:9][NH:8]2)(=[O:46])[CH3:47]. The catalyst class is: 25. (9) Reactant: [S:1]1[CH:5]=[CH:4][CH:3]=[C:2]1[C:6]([NH:8][CH2:9][C:10]([OH:12])=[O:11])=O.O[CH2:14][C:15]1[O:19][C:18]([CH:20]=[O:21])=[CH:17][CH:16]=1.[C:22]([O-])(=[O:24])[CH3:23].[Na+].C(OC(=O)C)(=O)C. Product: [C:22]([O:21][CH2:20][C:18]1[O:19][C:15]([CH:14]=[C:9]2[C:10](=[O:11])[O:12][C:6]([C:2]3[S:1][CH:5]=[CH:4][CH:3]=3)=[N:8]2)=[CH:16][CH:17]=1)(=[O:24])[CH3:23]. The catalyst class is: 6.